Task: Predict the product of the given reaction.. Dataset: Forward reaction prediction with 1.9M reactions from USPTO patents (1976-2016) (1) Given the reactants [CH2:1]([O:3][C:4](=[O:29])[CH2:5][CH2:6][C:7]1[N:8]([C:19]2[CH:24]=[CH:23][C:22]([C:25](=[O:27])[NH2:26])=[CH:21][C:20]=2[CH3:28])[C:9]([C:12]2[CH:17]=[CH:16][C:15]([NH2:18])=[CH:14][CH:13]=2)=[CH:10][CH:11]=1)[CH3:2].[C:30](O)(=[O:33])[CH2:31][OH:32].CN(C(ON1N=NC2C=CC=CC1=2)=[N+](C)C)C.[B-](F)(F)(F)F.C(Cl)CCl, predict the reaction product. The product is: [CH2:1]([O:3][C:4](=[O:29])[CH2:5][CH2:6][C:7]1[N:8]([C:19]2[CH:24]=[CH:23][C:22]([C:25](=[O:27])[NH2:26])=[CH:21][C:20]=2[CH3:28])[C:9]([C:12]2[CH:13]=[CH:14][C:15]([NH:18][C:31](=[O:32])[CH2:30][OH:33])=[CH:16][CH:17]=2)=[CH:10][CH:11]=1)[CH3:2]. (2) Given the reactants C(P(C12CC3CC(CC(C3)C1)C2)C12CC3CC(CC(C3)C1)C2)CCC.C(=O)([O-])[O-].[Cs+].[Cs+].[CH3:32]/[C:33](/[B-](F)(F)F)=[CH:34]\[CH3:35].[K+].Cl[C:42]1[CH:47]=[CH:46][N:45]=[C:44]([C:48]2[N:56]([CH2:57][C:58]3[CH:63]=[CH:62][C:61]([C:64]([F:67])([F:66])[F:65])=[CH:60][CH:59]=3)[C:55]3[C:50](=[N:51][C:52]([C:75]#[N:76])=[N:53][C:54]=3[NH:68][C@@H:69]([CH:71]3[CH2:74][CH2:73][CH2:72]3)[CH3:70])[N:49]=2)[CH:43]=1, predict the reaction product. The product is: [CH3:32]/[C:33](/[C:42]1[CH:47]=[CH:46][N:45]=[C:44]([C:48]2[N:56]([CH2:57][C:58]3[CH:63]=[CH:62][C:61]([C:64]([F:66])([F:67])[F:65])=[CH:60][CH:59]=3)[C:55]3[C:50](=[N:51][C:52]([C:75]#[N:76])=[N:53][C:54]=3[NH:68][C@@H:69]([CH:71]3[CH2:72][CH2:73][CH2:74]3)[CH3:70])[N:49]=2)[CH:43]=1)=[CH:34]/[CH3:35]. (3) Given the reactants [CH3:1][O:2][C:3]1[CH:12]=[CH:11][C:10]([N+:13]([O-])=O)=[CH:9][C:4]=1[C:5]([O:7][CH3:8])=[O:6].CO, predict the reaction product. The product is: [CH3:1][O:2][C:3]1[CH:12]=[CH:11][C:10]([NH2:13])=[CH:9][C:4]=1[C:5]([O:7][CH3:8])=[O:6]. (4) Given the reactants [CH3:1][C:2]([CH3:62])([C:46]([NH:48][C:49](=[O:61])[C:50]1[CH:55]=[CH:54][C:53]([CH2:56][O:57][N+:58]([O-:60])=[O:59])=[CH:52][CH:51]=1)=[O:47])[CH2:3][C@H:4]1[CH2:9][C@H:8]([C:10]2[CH:15]=[CH:14][C:13]([CH2:16][O:17][CH2:18][CH2:19][O:20][CH3:21])=[CH:12][CH:11]=2)[C@@H:7]([O:22][CH2:23][C:24]2[CH:25]=[CH:26][C:27]3[O:32][CH2:31][CH2:30][N:29]([CH2:33][CH2:34][CH2:35][O:36][CH3:37])[C:28]=3[CH:38]=2)[CH2:6][N:5]1[C:39]([O:41][C:42]([CH3:45])([CH3:44])[CH3:43])=[O:40].[H-].[Na+].[CH3:65]I, predict the reaction product. The product is: [CH3:1][C:2]([CH3:62])([C:46]([N:48]([CH3:65])[C:49](=[O:61])[C:50]1[CH:51]=[CH:52][C:53]([CH2:56][O:57][N+:58]([O-:60])=[O:59])=[CH:54][CH:55]=1)=[O:47])[CH2:3][C@H:4]1[CH2:9][C@H:8]([C:10]2[CH:15]=[CH:14][C:13]([CH2:16][O:17][CH2:18][CH2:19][O:20][CH3:21])=[CH:12][CH:11]=2)[C@@H:7]([O:22][CH2:23][C:24]2[CH:25]=[CH:26][C:27]3[O:32][CH2:31][CH2:30][N:29]([CH2:33][CH2:34][CH2:35][O:36][CH3:37])[C:28]=3[CH:38]=2)[CH2:6][N:5]1[C:39]([O:41][C:42]([CH3:43])([CH3:44])[CH3:45])=[O:40]. (5) Given the reactants [Cl:1][C:2]1[N:11]=[CH:10][CH:9]=[C:8](Cl)[C:3]=1[C:4]([O:6][CH3:7])=[O:5].[CH3:13][S-:14].[Na+].IC, predict the reaction product. The product is: [Cl:1][C:2]1[N:11]=[CH:10][CH:9]=[C:8]([S:14][CH3:13])[C:3]=1[C:4]([O:6][CH3:7])=[O:5]. (6) Given the reactants [OH-:1].[Na+].[CH3:3][O:4][CH2:5][C:6]1[N:11]2[N:12]=[C:13]([C:15]([F:18])([F:17])[F:16])[CH:14]=[C:10]2[C:9]([CH:19]=[O:20])=[CH:8][CH:7]=1, predict the reaction product. The product is: [CH3:3][O:4][CH2:5][C:6]1[N:11]2[N:12]=[C:13]([C:15]([F:18])([F:17])[F:16])[CH:14]=[C:10]2[C:9]([C:19]([OH:1])=[O:20])=[CH:8][CH:7]=1.